Dataset: Full USPTO retrosynthesis dataset with 1.9M reactions from patents (1976-2016). Task: Predict the reactants needed to synthesize the given product. (1) Given the product [Cl:1][C:2]1[C:11]2[C:6](=[CH:7][CH:8]=[C:9]([C:12]([C:14]3[N:18]([CH3:19])[C:17]([CH3:20])=[N:16][CH:15]=3)=[O:13])[CH:10]=2)[N:5]=[C:4]([O:21][CH3:22])[C:3]=1[CH2:23][C:24]1[CH:25]=[N:26][C:27]([C:30]([F:31])([F:32])[F:33])=[CH:28][CH:29]=1, predict the reactants needed to synthesize it. The reactants are: [Cl:1][C:2]1[C:11]2[C:6](=[CH:7][CH:8]=[C:9]([CH:12]([C:14]3[N:18]([CH3:19])[C:17]([CH3:20])=[N:16][CH:15]=3)[OH:13])[CH:10]=2)[N:5]=[C:4]([O:21][CH3:22])[C:3]=1[CH2:23][C:24]1[CH:25]=[N:26][C:27]([C:30]([F:33])([F:32])[F:31])=[CH:28][CH:29]=1.O1CCOCC1.N#N. (2) Given the product [CH3:1][O:2][C:3]1[CH:8]=[CH:7][C:6]2[CH2:9][C:10]([CH3:11])=[N:22][N:23]=[C:13]([C:15]3[CH:16]=[N:17][CH:18]=[CH:19][CH:20]=3)[C:5]=2[CH:4]=1, predict the reactants needed to synthesize it. The reactants are: [CH3:1][O:2][C:3]1[CH:8]=[CH:7][C:6]([CH2:9][C:10](=O)[CH3:11])=[C:5]([C:13]([C:15]2[CH:16]=[N:17][CH:18]=[CH:19][CH:20]=2)=O)[CH:4]=1.O.[NH2:22][NH2:23]. (3) Given the product [O:56]([C:57]1[CH:62]=[C:61]([NH2:63])[CH:60]=[CH:59][C:58]=1[CH2:74][C:75]1[CH:76]=[CH:77][C:78]([CH2:81][CH3:82])=[CH:79][CH:80]=1)[C@@H:55]1[O:83][C@H:84]([CH2:96][OH:97])[CH2:85][C@H:86]([OH:87])[C@H:54]1[OH:53], predict the reactants needed to synthesize it. The reactants are: ClC(Cl)(Cl)C#N.C1CCN2C(=NCCC2)CC1.C(C1C=CC(CC2C=CC(NC(=O)OCC3C=CC=CC=3)=CC=2O)=CC=1)C.C([O:53][C@@H:54]1[C@@H:86]([O:87]C(=O)C2C=CC=CC=2)[CH2:85][C@@H:84]([CH2:96][O:97]C(=O)C2C=CC=CC=2)[O:83][C@H:55]1[O:56][C:57]1[CH:62]=[C:61]([NH:63]C(OCC2C=CC=CC=2)=O)[CH:60]=[CH:59][C:58]=1[CH2:74][C:75]1[CH:80]=[CH:79][C:78]([CH2:81][CH3:82])=[CH:77][CH:76]=1)(=O)C1C=CC=CC=1.C(O[C@@H]1[C@@H](OC(=O)C2C=CC=CC=2)C[C@@H](COC(=O)C2C=CC=CC=2)O[C@H]1OC1C=C(N)C=CC=1CC1C=CC(CC)=CC=1)(=O)C1C=CC=CC=1.C(=O)([O-])[O-].[K+].[K+]. (4) Given the product [Cl:16][C:17]1[CH:22]=[CH:21][C:20]([CH:23]([C:36]2[CH:37]=[CH:38][CH:39]=[CH:40][CH:41]=2)[NH:24][C:25](=[O:35])[CH2:26][C:27]2[CH:32]=[CH:31][C:30]([O:33][CH2:2][C:3]3[C:4]([CH3:9])=[N:5][CH:6]=[CH:7][CH:8]=3)=[C:29]([CH3:34])[CH:28]=2)=[C:19]([CH3:42])[CH:18]=1, predict the reactants needed to synthesize it. The reactants are: Cl[CH2:2][C:3]1[C:4]([CH3:9])=[N:5][CH:6]=[CH:7][CH:8]=1.C([O-])([O-])=O.[K+].[K+].[Cl:16][C:17]1[CH:22]=[CH:21][C:20]([CH:23]([C:36]2[CH:41]=[CH:40][CH:39]=[CH:38][CH:37]=2)[NH:24][C:25](=[O:35])[CH2:26][C:27]2[CH:32]=[CH:31][C:30]([OH:33])=[C:29]([CH3:34])[CH:28]=2)=[C:19]([CH3:42])[CH:18]=1. (5) Given the product [CH3:28][N:30]([C:36](=[O:41])[C:37]([N:20]1[CH2:21][C@H:22]([O:24][CH3:25])[CH2:23][C@H:19]1[C:12]1[N:13]([CH3:18])[C:14](=[O:17])[C:15]([OH:16])=[C:10]([C:8]([NH:7][CH2:6][C:5]2[CH:4]=[CH:3][C:2]([F:1])=[CH:27][CH:26]=2)=[O:9])[N:11]=1)=[O:38])[CH3:31], predict the reactants needed to synthesize it. The reactants are: [F:1][C:2]1[CH:27]=[CH:26][C:5]([CH2:6][NH:7][C:8]([C:10]2[N:11]=[C:12]([C@@H:19]3[CH2:23][C@@H:22]([O:24][CH3:25])[CH2:21][NH:20]3)[N:13]([CH3:18])[C:14](=[O:17])[C:15]=2[OH:16])=[O:9])=[CH:4][CH:3]=1.[CH2:28]([N:30](CC)[CH2:31]C)C.Cl[C:36](=[O:41])[C:37](OC)=[O:38].CNC.C1COCC1. (6) Given the product [N:14]1[C:13]2[NH:9][CH:10]=[CH:11][C:12]=2[C:17]([C:18]2[CH:19]=[N:20][N:21]([CH:23]3[CH2:27][CH2:26][CH2:25][CH:24]3[CH2:52][C:53]#[N:35])[CH:22]=2)=[CH:16][N:15]=1, predict the reactants needed to synthesize it. The reactants are: C(OC[N:9]1[C:13]2[N:14]=[N:15][CH:16]=[C:17]([C:18]3[CH:19]=[N:20][N:21]([CH:23]4[CH2:27][CH2:26][CH2:25][CH:24]4COS(C)(=O)=O)[CH:22]=3)[C:12]=2[CH:11]=[CH:10]1)(=O)C(C)(C)C.[C-]#[N:35].[K+].C1O[CH2:53][CH2:52]OCCOCCOCCOCCOC1. (7) Given the product [NH2:1][C:4]1[CH:9]=[CH:8][CH:7]=[CH:6][C:5]=1[NH:10][S:11]([CH3:14])(=[O:13])=[O:12], predict the reactants needed to synthesize it. The reactants are: [N+:1]([C:4]1[CH:9]=[CH:8][CH:7]=[CH:6][C:5]=1[NH:10][S:11]([CH3:14])(=[O:13])=[O:12])([O-])=O. (8) The reactants are: Cl.[Br:2][C:3]1[CH:4]=[C:5]([OH:16])[C:6]([NH:9][C:10]2[S:11][CH:12]=[C:13]([CH3:15])[N:14]=2)=[N:7][CH:8]=1.Br[CH:18]1[CH2:22][CH2:21][N:20]([C:23]([O:25][C:26]([CH3:29])([CH3:28])[CH3:27])=[O:24])[CH2:19]1.C([O-])([O-])=O.[K+].[K+].CN(C=O)C. Given the product [Br:2][C:3]1[CH:4]=[C:5]([O:16][CH:22]2[CH2:18][CH2:19][N:20]([C:23]([O:25][C:26]([CH3:29])([CH3:28])[CH3:27])=[O:24])[CH2:21]2)[C:6]([NH:9][C:10]2[S:11][CH:12]=[C:13]([CH3:15])[N:14]=2)=[N:7][CH:8]=1, predict the reactants needed to synthesize it.